From a dataset of Full USPTO retrosynthesis dataset with 1.9M reactions from patents (1976-2016). Predict the reactants needed to synthesize the given product. (1) Given the product [F:25][C:20]1[CH:21]=[C:22]2[C:17](=[CH:18][CH:19]=1)[NH:16][C:15]1[CH2:14][CH2:13][CH:12]([CH2:10][OH:9])[CH2:24][C:23]2=1, predict the reactants needed to synthesize it. The reactants are: [H-].[Al+3].[Li+].[H-].[H-].[H-].C([O:9][C:10]([CH:12]1[CH2:24][C:23]2[C:22]3[C:17](=[CH:18][CH:19]=[C:20]([F:25])[CH:21]=3)[NH:16][C:15]=2[CH2:14][CH2:13]1)=O)C. (2) Given the product [CH3:16][C@@H:13]([CH2:14][CH3:15])[C@H:5]([N:4]1[CH2:3][CH2:2][N:1]([CH2:24][C:22]2[CH:21]=[CH:20][CH:19]=[C:18]([CH3:17])[N:23]=2)[C:36]1=[O:37])[C:6]([O:8][C:9]([CH3:10])([CH3:11])[CH3:12])=[O:7], predict the reactants needed to synthesize it. The reactants are: [NH2:1][CH2:2][CH2:3][NH:4][C@@H:5]([C@@H:13]([CH3:16])[CH2:14][CH3:15])[C:6]([O:8][C:9]([CH3:12])([CH3:11])[CH3:10])=[O:7].[CH3:17][C:18]1[N:23]=[C:22]([CH:24]=O)[CH:21]=[CH:20][CH:19]=1.S([O-])([O-])(=O)=O.[Mg+2].[BH4-].[Na+].C1C(=O)N(OC(ON2C(=O)CCC2=O)=O)[C:36](=[O:37])C1.C(N(CC)CC)C. (3) Given the product [NH2:16][C:10]1[CH:9]=[C:8]([N:4]2[CH2:5][CH2:6][NH:7][C:2]([CH3:1])([CH3:20])[C:3]2=[O:19])[CH:13]=[CH:12][C:11]=1[O:14][CH3:15], predict the reactants needed to synthesize it. The reactants are: [CH3:1][C:2]1([CH3:20])[NH:7][CH2:6][CH2:5][N:4]([C:8]2[CH:13]=[CH:12][C:11]([O:14][CH3:15])=[C:10]([N+:16]([O-])=O)[CH:9]=2)[C:3]1=[O:19].